From a dataset of Forward reaction prediction with 1.9M reactions from USPTO patents (1976-2016). Predict the product of the given reaction. (1) Given the reactants [Cl:1][C:2]1[CH:7]=[CH:6][C:5]([S:8]([N:11]2[CH:16]3[CH2:17][CH:18]([C:20]4[O:24][N:23]=[C:22]([CH3:25])[N:21]=4)[CH2:19][CH:12]2[CH2:13][C:14](=[O:26])[CH2:15]3)(=[O:10])=[O:9])=[CH:4][CH:3]=1.[CH:27](OCC)=[O:28].[O-]CC.[Na+], predict the reaction product. The product is: [Cl:1][C:2]1[CH:3]=[CH:4][C:5]([S:8]([N:11]2[CH:12]3[CH2:19][CH:18]([C:20]4[O:24][N:23]=[C:22]([CH3:25])[N:21]=4)[CH2:17][CH:16]2[C:15](=[CH:27][OH:28])[C:14](=[O:26])[CH2:13]3)(=[O:9])=[O:10])=[CH:6][CH:7]=1. (2) The product is: [F:29][C:23]1[CH:24]=[CH:25][C:26]([F:28])=[CH:27][C:22]=1[C:21]1[C:15]2[O:14][CH:13]([CH2:12][NH:32][CH3:31])[CH2:17][C:16]=2[CH:18]=[C:19]([F:30])[CH:20]=1. Given the reactants CC1C=CC(S(O[CH2:12][CH:13]2[CH2:17][C:16]3[CH:18]=[C:19]([F:30])[CH:20]=[C:21]([C:22]4[CH:27]=[C:26]([F:28])[CH:25]=[CH:24][C:23]=4[F:29])[C:15]=3[O:14]2)(=O)=O)=CC=1.[CH3:31][NH2:32], predict the reaction product. (3) Given the reactants CO[C:3]1[CH:4]=[C:5]2[C:12](=[CH:13][CH:14]=1)[C:8]([CH2:9][CH2:10][NH2:11])=[CH:7][NH:6]2.COC1C=C(CCN)C=C[C:22]=1[O:23][CH2:24][C:25]1[CH:30]=[CH:29][CH:28]=C[CH:26]=1.[CH3:34][CH:35]([CH3:46])[CH2:36]C1SC(CC(O)=O)=CC=1.[S:47]1C=CC=[C:48]1CC(O)=O, predict the reaction product. The product is: [CH3:22][O:23][C:24]1[C:25]2=[CH:26][N:11]3[C:28]([CH2:29][C@@H:30]2[S:47][CH:48]=1)=[C:7]1[N:6]=[C:5]2[C:12]([C:8]1=[CH:9][CH2:10]3)=[CH:13][CH2:14][CH:3]=[C:4]2[CH2:34][CH:35]([CH3:46])[CH3:36]. (4) Given the reactants [C:1]([C:5]1C=CC(C(NC2C=CC(C3C=C4C(CN([C@@H](C(C)C)C(O)=O)C4=O)=CC=3)=NC=2)=O)=[CH:7][CH:6]=1)(C)(C)[CH3:2].C([C:41]1[CH:74]=[CH:73][C:44]([C:45]([NH:47][C:48]2[CH:53]=[CH:52][C:51]([C:54]3[CH:62]=[C:61]4[C:57]([CH2:58][N:59]([C@@H:64]([CH:69]([CH3:71])[CH3:70])[C:65]([O:67]C)=[O:66])[C:60]4=[O:63])=[CH:56][CH:55]=3)=[CH:50][C:49]=2[F:72])=[O:46])=[CH:43][CH:42]=1)(C)(C)C, predict the reaction product. The product is: [F:72][C:49]1[CH:50]=[C:51]([C:54]2[CH:62]=[C:61]3[C:57]([CH2:58][N:59]([C@@H:64]([CH:69]([CH3:70])[CH3:71])[C:65]([OH:67])=[O:66])[C:60]3=[O:63])=[CH:56][CH:55]=2)[CH:52]=[CH:53][C:48]=1[NH:47][C:45](=[O:46])[C:44]1[CH:73]=[CH:74][C:41]([CH2:2][CH2:1][CH2:5][CH2:6][CH3:7])=[CH:42][CH:43]=1. (5) Given the reactants Br[C:2]1[CH:3]=[C:4]2[C:9](N[C@@H]3CCNC[C@H]3CC)=[C:8]([C:19]([NH2:21])=[O:20])[CH:7]=[N:6][N:5]2[CH:22]=1.OC(C)(C)C(O)=O.CCN(C(C)C)C(C)C.CN(C(ON1N=NC2C=CC=NC1=2)=[N+](C)C)C.F[P-](F)(F)(F)(F)F, predict the reaction product. The product is: [N:6]1[N:5]2[CH:22]=[CH:2][CH:3]=[C:4]2[CH:9]=[C:8]([C:19]([NH2:21])=[O:20])[CH:7]=1.